The task is: Predict the product of the given reaction.. This data is from Forward reaction prediction with 1.9M reactions from USPTO patents (1976-2016). (1) Given the reactants [CH2:1]([O:5][CH2:6][CH2:7][O:8][C:9]1[CH:14]=[CH:13][C:12]([C:15]2[CH:20]=[CH:19][C:18]([N:21]3[CH2:26][CH2:25][CH2:24][CH2:23][CH:22]3[CH3:27])=[C:17](/[CH:28]=[CH:29]/[C:30]([OH:32])=O)[CH:16]=2)=[CH:11][CH:10]=1)[CH2:2][CH2:3][CH3:4].CN(C=O)C.C(Cl)(=O)C(Cl)=O.[CH2:44]([N:47]1[C:51]([CH2:52][S@@:53]([C:55]2[CH:61]=[CH:60][C:58]([NH2:59])=[CH:57][CH:56]=2)=[O:54])=[CH:50][N:49]=[CH:48]1)[CH2:45][CH3:46], predict the reaction product. The product is: [CH2:1]([O:5][CH2:6][CH2:7][O:8][C:9]1[CH:14]=[CH:13][C:12]([C:15]2[CH:20]=[CH:19][C:18]([N:21]3[CH2:26][CH2:25][CH2:24][CH2:23][CH:22]3[CH3:27])=[C:17](/[CH:28]=[CH:29]/[C:30]([NH:59][C:58]3[CH:60]=[CH:61][C:55]([S@:53]([CH2:52][C:51]4[N:47]([CH2:44][CH2:45][CH3:46])[CH:48]=[N:49][CH:50]=4)=[O:54])=[CH:56][CH:57]=3)=[O:32])[CH:16]=2)=[CH:11][CH:10]=1)[CH2:2][CH2:3][CH3:4]. (2) Given the reactants C[O:2][C:3](=[O:38])[CH2:4][CH2:5][CH2:6][N:7]1[CH2:12][CH2:11][CH2:10][C@@H:9]([O:13][C:14]2[C:15]3[C:22]([C:23]4[CH:28]=[CH:27][C:26]([O:29][CH3:30])=[CH:25][CH:24]=4)=[C:21]([C:31]4[CH:36]=[CH:35][CH:34]=[CH:33][C:32]=4[F:37])[O:20][C:16]=3[N:17]=[CH:18][N:19]=2)[CH2:8]1.[OH-].[Na+].Cl.C(OCC)(=O)C, predict the reaction product. The product is: [F:37][C:32]1[CH:33]=[CH:34][CH:35]=[CH:36][C:31]=1[C:21]1[O:20][C:16]2[N:17]=[CH:18][N:19]=[C:14]([O:13][C@@H:9]3[CH2:10][CH2:11][CH2:12][N:7]([CH2:6][CH2:5][CH2:4][C:3]([OH:38])=[O:2])[CH2:8]3)[C:15]=2[C:22]=1[C:23]1[CH:28]=[CH:27][C:26]([O:29][CH3:30])=[CH:25][CH:24]=1. (3) Given the reactants C([Li])CCC.[Cl:6][C:7]1[CH:8]=[CH:9][C:10]2[N:11]([N:13]=[C:14]([C:16]3[CH:21]=[CH:20][CH:19]=[CH:18][CH:17]=3)[CH:15]=2)[CH:12]=1.[CH3:22][Si:23](Cl)([CH3:25])[CH3:24].[Cl-].[NH4+], predict the reaction product. The product is: [Cl:6][C:7]1[CH:8]=[CH:9][C:10]2[N:11]([N:13]=[C:14]([C:16]3[CH:21]=[CH:20][CH:19]=[CH:18][CH:17]=3)[CH:15]=2)[C:12]=1[Si:23]([CH3:25])([CH3:24])[CH3:22]. (4) Given the reactants [C:1]1(=O)[C:9]2[C:4](=[CH:5][CH:6]=[CH:7][CH:8]=2)[CH2:3][CH2:2]1.[NH2:11][C:12]1[CH:17]=[CH:16][CH:15]=[CH:14][CH:13]=1, predict the reaction product. The product is: [C:1]1(=[N:11][C:12]2[CH:17]=[CH:16][CH:15]=[CH:14][CH:13]=2)[C:9]2[C:4](=[CH:5][CH:6]=[CH:7][CH:8]=2)[CH2:3][CH2:2]1. (5) Given the reactants [Cl:1][C:2]1[N:10]=[C:9]2[C:5]([N:6]=[CH:7][N:8]2[CH2:11][CH2:12][O:13]C2CCCCO2)=[C:4]([N:20]2[CH2:25][CH2:24][O:23][CH2:22][CH2:21]2)[N:3]=1.C[Si](C)(C)[N-][Si](C)(C)C.[Li+].[CH3:36]N(C=O)C.[N:41]1([C:47]([CH3:52])([CH3:51])[C:48]([NH2:50])=[O:49])[CH2:46][CH2:45][NH:44][CH2:43][CH2:42]1.C(O[BH-](OC(=O)C)OC(=O)C)(=O)C.[Na+], predict the reaction product. The product is: [Cl:1][C:2]1[N:10]=[C:9]2[C:5]([N:6]=[C:7]([CH2:36][N:44]3[CH2:45][CH2:46][N:41]([C:47]([CH3:52])([CH3:51])[C:48]([NH2:50])=[O:49])[CH2:42][CH2:43]3)[N:8]2[CH2:11][CH2:12][OH:13])=[C:4]([N:20]2[CH2:21][CH2:22][O:23][CH2:24][CH2:25]2)[N:3]=1. (6) Given the reactants Cl[C:2]1[C:11]2[CH:10]=[CH:9][C:8]3[O:12][C:13]([F:16])([F:15])[O:14][C:7]=3[C:6]=2[N:5]=[C:4]([Cl:17])[N:3]=1.O.[NH2:19][NH2:20].C(N(CC)C(C)C)(C)C, predict the reaction product. The product is: [Cl:17][C:4]1[N:3]=[C:2]([NH:19][NH2:20])[C:11]2[CH:10]=[CH:9][C:8]3[O:12][C:13]([F:16])([F:15])[O:14][C:7]=3[C:6]=2[N:5]=1. (7) Given the reactants [OH:1][C:2]1[N:7]=[C:6]([C:8]2[C:16]3[C:11](=[N:12][CH:13]=[C:14]([C:17]([F:20])([F:19])[F:18])[CH:15]=3)[N:10]([S:21]([C:24]3[CH:30]=[CH:29][C:27]([CH3:28])=[CH:26][CH:25]=3)(=[O:23])=[O:22])[CH:9]=2)[C:5]([C:31]#[N:32])=[CH:4][N:3]=1.CC(C)([O-])C.[K+].[CH2:39]([O:41][P:42](Cl)([O:44][CH2:45][CH3:46])=[O:43])[CH3:40].C([O-])(O)=O.[Na+], predict the reaction product. The product is: [P:42]([O:44][CH2:45][CH3:46])([O:41][CH2:39][CH3:40])([O:1][C:2]1[N:7]=[C:6]([C:8]2[C:16]3[C:11](=[N:12][CH:13]=[C:14]([C:17]([F:18])([F:20])[F:19])[CH:15]=3)[N:10]([S:21]([C:24]3[CH:30]=[CH:29][C:27]([CH3:28])=[CH:26][CH:25]=3)(=[O:23])=[O:22])[CH:9]=2)[C:5]([C:31]#[N:32])=[CH:4][N:3]=1)=[O:43]. (8) Given the reactants [Cl:1][C:2]1[CH:7]=[CH:6][N:5]=[C:4]([NH2:8])[CH:3]=1.[Br:9]N1C(=O)CCC1=O, predict the reaction product. The product is: [Br:9][C:7]1[C:2]([Cl:1])=[CH:3][C:4]([NH2:8])=[N:5][CH:6]=1. (9) Given the reactants C(=O)([O-])[O-].[K+].[K+].CI.[CH3:9][N:10]([CH:12]=[O:13])[CH3:11].O=C1NC=[C:18]([CH2:21][C:22]2[S:23][C:24]3[C:30]([C:31]4[CH:32]=[C:33]([CH:39]=[CH:40][CH:41]=4)[C:34]([O:36][CH2:37][CH3:38])=[O:35])=[CH:29][CH:28]=[CH:27][C:25]=3[CH:26]=2)[CH:17]=[CH:16]1, predict the reaction product. The product is: [CH3:9][N:10]1[C:12](=[O:13])[CH:16]=[CH:17][C:18]([CH2:21][C:22]2[S:23][C:24]3[C:30]([C:31]4[CH:32]=[C:33]([CH:39]=[CH:40][CH:41]=4)[C:34]([O:36][CH2:37][CH3:38])=[O:35])=[CH:29][CH:28]=[CH:27][C:25]=3[CH:26]=2)=[CH:11]1. (10) Given the reactants C([O:3][C:4]([C:6]1[O:10][C:9]([C:11]2[CH:16]=[CH:15][C:14]([C:17]#[N:18])=[CH:13][CH:12]=2)=[N:8][CH:7]=1)=[O:5])C.[OH-].[Na+], predict the reaction product. The product is: [C:17]([C:14]1[CH:13]=[CH:12][C:11]([C:9]2[O:10][C:6]([C:4]([OH:5])=[O:3])=[CH:7][N:8]=2)=[CH:16][CH:15]=1)#[N:18].